From a dataset of Catalyst prediction with 721,799 reactions and 888 catalyst types from USPTO. Predict which catalyst facilitates the given reaction. (1) Reactant: [Si]([O:18][CH2:19][C@@H:20]1[S:25][CH2:24][C@@H:23]([CH3:26])[NH:22][CH2:21]1)(C(C)(C)C)(C1C=CC=CC=1)C1C=CC=CC=1.[F-].C([N+](CCCC)(CCCC)CCCC)CCC. Product: [CH3:26][C@H:23]1[NH:22][CH2:21][C@H:20]([CH2:19][OH:18])[S:25][CH2:24]1. The catalyst class is: 1. (2) Reactant: [Cl:1][C:2]1[CH:3]=[C:4]([N:8]2[C:12]([CH2:13][NH2:14])=[CH:11][C:10]([CH:15]3[CH2:17][CH2:16]3)=[N:9]2)[CH:5]=[CH:6][CH:7]=1.C(N(C(C)C)C(C)C)C.[F:27][C:28]1[CH:29]=[C:30]([NH:40][C:41](=O)[O:42]C2C=CC=CC=2)[CH:31]=[N:32][C:33]=1[CH2:34][CH2:35][S:36]([CH3:39])(=[O:38])=[O:37]. Product: [Cl:1][C:2]1[CH:3]=[C:4]([N:8]2[C:12]([CH2:13][NH:14][C:41]([NH:40][C:30]3[CH:31]=[N:32][C:33]([CH2:34][CH2:35][S:36]([CH3:39])(=[O:37])=[O:38])=[C:28]([F:27])[CH:29]=3)=[O:42])=[CH:11][C:10]([CH:15]3[CH2:16][CH2:17]3)=[N:9]2)[CH:5]=[CH:6][CH:7]=1. The catalyst class is: 7.